This data is from Full USPTO retrosynthesis dataset with 1.9M reactions from patents (1976-2016). The task is: Predict the reactants needed to synthesize the given product. (1) Given the product [Cl:1][C:2]1[CH:3]=[CH:4][C:5]([C:28]([F:31])([F:30])[F:29])=[C:6]([CH:27]=1)[CH2:7][N:8]1[CH2:13][CH2:12][NH:11][C:10]2[N:14]=[CH:15][C:16]([C:18]3[CH:26]=[CH:25][C:21]([C:22]([N:45]4[CH2:44][CH2:43][C:42]5([N:38]([C:32]6[CH:37]=[CH:36][CH:35]=[CH:34][CH:33]=6)[CH2:39][NH:40][C:41]5=[O:48])[CH2:47][CH2:46]4)=[O:24])=[CH:20][CH:19]=3)=[CH:17][C:9]1=2, predict the reactants needed to synthesize it. The reactants are: [Cl:1][C:2]1[CH:3]=[CH:4][C:5]([C:28]([F:31])([F:30])[F:29])=[C:6]([CH:27]=1)[CH2:7][N:8]1[CH2:13][CH2:12][NH:11][C:10]2[N:14]=[CH:15][C:16]([C:18]3[CH:26]=[CH:25][C:21]([C:22]([OH:24])=O)=[CH:20][CH:19]=3)=[CH:17][C:9]1=2.[C:32]1([N:38]2[C:42]3([CH2:47][CH2:46][NH:45][CH2:44][CH2:43]3)[C:41](=[O:48])[NH:40][CH2:39]2)[CH:37]=[CH:36][CH:35]=[CH:34][CH:33]=1. (2) The reactants are: C(O[C:9]([N:11]1[CH2:21][CH2:20][C:14]2([CH:16]([C:17]([OH:19])=O)[CH2:15]2)[CH2:13][CH2:12]1)=O)C1C=CC=CC=1.[O:22]1[CH2:27][CH2:26][CH:25]([N:28]2[CH2:33][CH2:32][NH:31][CH2:30][CH2:29]2)[CH2:24][CH2:23]1.Cl.Cl.[CH:36]1(N2CCNCC2)[CH2:39]C[CH2:37]1.C1(=O)CCC1. Given the product [CH:9]1([N:11]2[CH2:12][CH2:13][C:14]3([CH:16]([C:17]([N:31]4[CH2:32][CH2:33][N:28]([CH:25]5[CH2:26][CH2:27][O:22][CH2:23][CH2:24]5)[CH2:29][CH2:30]4)=[O:19])[CH2:15]3)[CH2:20][CH2:21]2)[CH2:39][CH2:36][CH2:37]1, predict the reactants needed to synthesize it.